Dataset: Forward reaction prediction with 1.9M reactions from USPTO patents (1976-2016). Task: Predict the product of the given reaction. (1) Given the reactants [Cl:1][C:2]1[C:10]([F:11])=[CH:9][CH:8]=[CH:7][C:3]=1[C:4]([OH:6])=O.[F:12][C:13]([F:32])([F:31])[C:14]1([CH2:17][CH:18]([C:21]2[CH:22]=[CH:23][C:24]([C:27]([F:30])([F:29])[F:28])=[N:25][CH:26]=2)[CH2:19][NH2:20])[CH2:16][CH2:15]1, predict the reaction product. The product is: [Cl:1][C:2]1[C:10]([F:11])=[CH:9][CH:8]=[CH:7][C:3]=1[C:4]([NH:20][CH2:19][CH:18]([C:21]1[CH:22]=[CH:23][C:24]([C:27]([F:30])([F:28])[F:29])=[N:25][CH:26]=1)[CH2:17][C:14]1([C:13]([F:12])([F:31])[F:32])[CH2:16][CH2:15]1)=[O:6]. (2) Given the reactants [Cl:1][C:2]([N:4]1[C@H:9]([CH3:10])[CH2:8][N:7](C(OC(C)(C)C)=O)[CH2:6][C@@H:5]1[CH3:18])=[O:3].[Br:19][C:20]1[CH:27]=[CH:26][C:23]([CH2:24][OH:25])=[C:22]([F:28])[CH:21]=1, predict the reaction product. The product is: [ClH:1].[CH3:18][C@H:5]1[CH2:6][NH:7][CH2:8][C@@H:9]([CH3:10])[N:4]1[C:2]([O:25][CH2:24][C:23]1[CH:26]=[CH:27][C:20]([Br:19])=[CH:21][C:22]=1[F:28])=[O:3]. (3) Given the reactants C(OC([N:8]1[C:16]2[C:11](=[CH:12][CH:13]=[C:14]([Cl:17])[CH:15]=2)[C:10]([CH2:20][OH:21])([CH2:18][OH:19])[C:9]1=[O:22])=O)(C)(C)C.C(Cl)Cl.C(O)(C(F)(F)F)=O, predict the reaction product. The product is: [Cl:17][C:14]1[CH:15]=[C:16]2[C:11]([C:10]([CH2:18][OH:19])([CH2:20][OH:21])[C:9](=[O:22])[NH:8]2)=[CH:12][CH:13]=1. (4) Given the reactants [C:1]1([C:7]2([CH3:17])[C:12](=N)[N:11]([CH3:14])[C:10](=[O:15])[NH:9][C:8]2=[O:16])[CH2:6][CH2:5][CH2:4][CH2:3][CH:2]=1.C1(C2(C)C(=N)NC(=[O:31])N(C)C2=O)CCCCC=1.Cl.O.CCO, predict the reaction product. The product is: [C:1]1([C:7]2([CH3:17])[C:12](=[O:31])[N:11]([CH3:14])[C:10](=[O:15])[NH:9][C:8]2=[O:16])[CH2:6][CH2:5][CH2:4][CH2:3][CH:2]=1. (5) The product is: [CH3:15][C:14]1[CH:9]=[C:4]([O:3][Si:2]([CH3:11])([CH3:10])[CH3:1])[CH:5]=[CH:6][C:13]=1[C:12]([O:17][CH3:18])=[O:16]. Given the reactants [CH3:1][Si:2]([CH3:11])([CH3:10])[O:3][C:4]1[CH:9]=CC[CH2:6][CH:5]=1.[C:12]([O:17][CH3:18])(=[O:16])[C:13]#[C:14][CH3:15], predict the reaction product. (6) Given the reactants CN(C(ON1N=NC2C=CC=NC1=2)=[N+](C)C)C.F[P-](F)(F)(F)(F)F.[F:25][C:26]1[CH:31]=[CH:30][C:29]([NH:32][C:33]2[C:34]3[C:41]([CH3:42])=[C:40]([C:43]([O:45]C)=O)[S:39][C:35]=3[N:36]=[CH:37][N:38]=2)=[C:28]([O:47][CH:48]2[CH2:53][CH2:52][O:51][CH2:50][CH2:49]2)[CH:27]=1.CCN(C(C)C)C(C)C.[NH2:63][CH2:64][CH2:65][CH2:66][NH:67]C(=O)OC(C)(C)C.FC(F)(F)C(O)=O, predict the reaction product. The product is: [NH2:63][CH2:64][CH2:65][CH2:66][NH:67][C:43]([C:40]1[S:39][C:35]2[N:36]=[CH:37][N:38]=[C:33]([NH:32][C:29]3[CH:30]=[CH:31][C:26]([F:25])=[CH:27][C:28]=3[O:47][CH:48]3[CH2:53][CH2:52][O:51][CH2:50][CH2:49]3)[C:34]=2[C:41]=1[CH3:42])=[O:45].